From a dataset of Forward reaction prediction with 1.9M reactions from USPTO patents (1976-2016). Predict the product of the given reaction. (1) Given the reactants [OH:1][C:2]1[CH:3]=[C:4]2[C:8](=[CH:9][CH:10]=1)[C:7](=[O:11])[CH2:6][CH2:5]2.[C:12]1(B(O)O)[CH:17]=[CH:16][CH:15]=[CH:14][CH:13]=1.N1C=CC=CC=1, predict the reaction product. The product is: [O:1]([C:2]1[CH:3]=[C:4]2[C:8](=[CH:9][CH:10]=1)[C:7](=[O:11])[CH2:6][CH2:5]2)[C:12]1[CH:17]=[CH:16][CH:15]=[CH:14][CH:13]=1. (2) Given the reactants [NH:1]1[CH2:6][CH2:5][CH:4]([CH2:7][S:8]([C:10]2[CH:11]=[C:12]3[C:17](=[CH:18][CH:19]=2)[C:16](=[O:20])[O:15][CH2:14][CH2:13]3)=[O:9])[CH2:3][CH2:2]1.[CH3:21][C:22]1[C:30]2[CH2:29][O:28][C:27](=[O:31])[C:26]=2[CH:25]=[CH:24][C:23]=1[C@@H:32]1[CH2:34][O:33]1, predict the reaction product. The product is: [OH:33][C@H:32]([C:23]1[CH:24]=[CH:25][C:26]2[C:27](=[O:31])[O:28][CH2:29][C:30]=2[C:22]=1[CH3:21])[CH2:34][N:1]1[CH2:2][CH2:3][CH:4]([CH2:7][S:8]([C:10]2[CH:11]=[C:12]3[C:17](=[CH:18][CH:19]=2)[C:16](=[O:20])[O:15][CH2:14][CH2:13]3)=[O:9])[CH2:5][CH2:6]1. (3) Given the reactants [OH:1][NH:2][C:3]([C:5]1[C:10]([N+:11]([O-:13])=[O:12])=[CH:9][CH:8]=[CH:7][N:6]=1)=[NH:4].[CH3:14][O:15][C:16]1[CH:24]=[CH:23][CH:22]=[C:18]([C:19](O)=O)[C:17]=1[OH:25], predict the reaction product. The product is: [CH3:14][O:15][C:16]1[CH:24]=[CH:23][CH:22]=[C:18]([C:19]2[O:1][N:2]=[C:3]([C:5]3[C:10]([N+:11]([O-:13])=[O:12])=[CH:9][CH:8]=[CH:7][N:6]=3)[N:4]=2)[C:17]=1[OH:25]. (4) The product is: [NH:1]1[C:9]2[C:4](=[CH:5][CH:6]=[CH:7][CH:8]=2)[C:3](/[CH:10]=[CH:11]/[C:12]2[CH:17]=[CH:16][CH:15]=[CH:14][C:13]=2[NH:18][C:19]2[S:20][CH2:23][C:22](=[O:24])[N:21]=2)=[N:2]1. Given the reactants [NH:1]1[C:9]2[C:4](=[CH:5][CH:6]=[CH:7][CH:8]=2)[C:3](/[CH:10]=[CH:11]/[C:12]2[CH:17]=[CH:16][CH:15]=[CH:14][C:13]=2[NH:18][C:19]([NH2:21])=[S:20])=[N:2]1.[C:22](OCCCl)(=[O:24])[CH3:23].N, predict the reaction product. (5) Given the reactants C(O[C:4]([C:6]1[CH:11]=[C:10]([C:12]#[N:13])[CH:9]=[C:8]([CH3:14])[N:7]=1)=[O:5])C.[NH2:15][C:16]1[CH:21]=[CH:20][N:19]=[C:18]([Cl:22])[CH:17]=1, predict the reaction product. The product is: [Cl:22][C:18]1[CH:17]=[C:16]([NH:15][C:4]([C:6]2[CH:11]=[C:10]([C:12]#[N:13])[CH:9]=[C:8]([CH3:14])[N:7]=2)=[O:5])[CH:21]=[CH:20][N:19]=1.